This data is from Full USPTO retrosynthesis dataset with 1.9M reactions from patents (1976-2016). The task is: Predict the reactants needed to synthesize the given product. (1) Given the product [Cl:1][C:2]1[CH:3]=[CH:4][C:5]([C:31]#[N:32])=[C:6]([C:8]2[C:13]([O:14][CH3:15])=[CH:12][N:11]([CH:16]([CH2:24][CH:25]3[CH2:29][CH2:28][O:27][CH2:26]3)[C:17]([OH:19])=[O:18])[C:10](=[O:30])[CH:9]=2)[CH:7]=1, predict the reactants needed to synthesize it. The reactants are: [Cl:1][C:2]1[CH:3]=[CH:4][C:5]([C:31]#[N:32])=[C:6]([C:8]2[C:13]([O:14][CH3:15])=[CH:12][N:11]([CH:16]([CH2:24][CH:25]3[CH2:29][CH2:28][O:27][CH2:26]3)[C:17]([O:19]C(C)(C)C)=[O:18])[C:10](=[O:30])[CH:9]=2)[CH:7]=1.C(O)(C(F)(F)F)=O. (2) Given the product [CH:3]([C:6]1[CH:11]=[CH:10][CH:9]=[CH:8][CH:7]=1)([CH3:5])[CH3:4], predict the reactants needed to synthesize it. The reactants are: [O-]O.[CH:3]([C:6]1[CH:11]=[CH:10][CH:9]=[CH:8][CH:7]=1)([CH3:5])[CH3:4].C=CC.C1OC1C.C(O)(C1C=CC=CC=1)(C)C. (3) Given the product [CH3:12][O:13][N:14]=[C:3]1[C:4]2[CH:9]=[CH:8][CH:7]=[CH:6][C:5]=2[O:1][CH2:2]1, predict the reactants needed to synthesize it. The reactants are: [O:1]1[C:5]2[CH:6]=[CH:7][CH:8]=[CH:9][C:4]=2[C:3](=O)[CH2:2]1.Cl.[CH3:12][O:13][NH2:14].CC([O-])=O.[Na+].ClCCl. (4) Given the product [C:14]([O:18][C:19]([NH:21][C@H:22]([CH2:23][OH:24])[CH2:26][C:27]([O:29][CH3:30])=[O:28])=[O:20])([CH3:16])([CH3:15])[CH3:17], predict the reactants needed to synthesize it. The reactants are: CN1CCOCC1.ClC(OCC)=O.[C:14]([O:18][C:19]([NH:21][C@@H:22]([CH2:26][C:27]([O:29][CH3:30])=[O:28])[C:23](O)=[O:24])=[O:20])([CH3:17])([CH3:16])[CH3:15]. (5) Given the product [CH2:14]([O:21][CH2:22][C@@H:23]1[O:31][CH2:30][C@:26]2([C:8]3[CH:9]=[CH:10][CH:11]=[CH:12][C:7]=3[F:6])[NH:27][O:28][CH2:29][C@@H:25]2[CH2:24]1)[C:15]1[CH:20]=[CH:19][CH:18]=[CH:17][CH:16]=1, predict the reactants needed to synthesize it. The reactants are: C([Li])CCC.[F:6][C:7]1[CH:12]=[CH:11][CH:10]=[CH:9][C:8]=1I.[CH2:14]([O:21][CH2:22][C@@H:23]1[O:31][CH2:30][C:26]2=[N:27][O:28][CH2:29][C@@H:25]2[CH2:24]1)[C:15]1[CH:20]=[CH:19][CH:18]=[CH:17][CH:16]=1.B(F)(F)F.CCOCC. (6) The reactants are: [CH3:1][C:2]1[CH:7]=[CH:6][C:5]([C:8]2[C:9]([C:15]([OH:17])=O)=[CH:10][CH:11]=[C:12]([CH3:14])[CH:13]=2)=[CH:4][CH:3]=1.[NH2:18][C:19]1[CH:41]=[CH:40][C:22]([O:23][CH2:24][CH2:25][C:26]2[N:31]=[C:30]([NH:32][C:33](=[O:39])[O:34][C:35]([CH3:38])([CH3:37])[CH3:36])[CH:29]=[CH:28][CH:27]=2)=[CH:21][CH:20]=1.ON1C2C=CC=CC=2N=N1.Cl.CN(C)CCCN=C=NCC. Given the product [CH3:1][C:2]1[CH:3]=[CH:4][C:5]([C:8]2[CH:13]=[C:12]([CH3:14])[CH:11]=[CH:10][C:9]=2[C:15]([NH:18][C:19]2[CH:20]=[CH:21][C:22]([O:23][CH2:24][CH2:25][C:26]3[N:31]=[C:30]([NH:32][C:33](=[O:39])[O:34][C:35]([CH3:38])([CH3:36])[CH3:37])[CH:29]=[CH:28][CH:27]=3)=[CH:40][CH:41]=2)=[O:17])=[CH:6][CH:7]=1, predict the reactants needed to synthesize it. (7) Given the product [CH3:32][S:33]([O:20][CH2:19][CH2:18][CH:14]1[C:13]2[N:9]([CH2:8][C:5]3[CH:4]=[CH:3][C:2]([Cl:1])=[CH:7][CH:6]=3)[C:10]([CH:21]([CH3:23])[CH3:22])=[N:11][C:12]=2[CH2:17][CH2:16][CH2:15]1)(=[O:35])=[O:34].[BH3:24], predict the reactants needed to synthesize it. The reactants are: [Cl:1][C:2]1[CH:7]=[CH:6][C:5]([CH2:8][N:9]2[C:13]3[CH:14]([CH2:18][CH2:19][OH:20])[CH2:15][CH2:16][CH2:17][C:12]=3[N:11]=[C:10]2[CH:21]([CH3:23])[CH3:22])=[CH:4][CH:3]=1.[BH3:24].C(N(CC)CC)C.[CH3:32][S:33](Cl)(=[O:35])=[O:34]. (8) The reactants are: [OH:1][C:2]1[CH:3]=[C:4]([C:12]([O:14]C)=O)[CH:5]=[C:6]([CH:11]=1)[C:7]([O:9]C)=O.[CH2:16](Br)[C:17]1[CH:22]=[CH:21][CH:20]=[CH:19][CH:18]=1.C(=O)([O-])[O-].[K+].[K+].[H-].[Al+3].[Li+].[H-].[H-].[H-].O.O.O.O.O.O.O.O.O.O.S([O-])([O-])(=O)=O.[Na+].[Na+]. Given the product [CH2:16]([O:1][C:2]1[CH:11]=[C:6]([CH2:7][OH:9])[CH:5]=[C:4]([CH2:12][OH:14])[CH:3]=1)[C:17]1[CH:22]=[CH:21][CH:20]=[CH:19][CH:18]=1, predict the reactants needed to synthesize it. (9) Given the product [NH2:1][C:2](=[O:34])[C@H:3]([NH:8][C:9]1[N:14]=[C:13]([O:15][CH2:16][C:17]2[CH:22]=[CH:21][CH:20]=[CH:19][CH:18]=2)[C:12]([C:23]([NH2:25])=[O:24])=[C:11]([NH:26][C:27]2[CH:32]=[CH:31][C:30]([C:37]3[CH:36]=[N:35][CH:40]=[CH:39][CH:38]=3)=[CH:29][CH:28]=2)[N:10]=1)[CH2:4][CH:5]([CH3:7])[CH3:6], predict the reactants needed to synthesize it. The reactants are: [NH2:1][C:2](=[O:34])[C@H:3]([NH:8][C:9]1[N:14]=[C:13]([O:15][CH2:16][C:17]2[CH:22]=[CH:21][CH:20]=[CH:19][CH:18]=2)[C:12]([C:23]([NH2:25])=[O:24])=[C:11]([N:26](I)[C:27]2[CH:32]=[CH:31][CH:30]=[CH:29][CH:28]=2)[N:10]=1)[CH2:4][CH:5]([CH3:7])[CH3:6].[N:35]1[CH:40]=[CH:39][CH:38]=[C:37](B(O)O)[CH:36]=1.COCCOC.CCO.O.O. (10) Given the product [F:1][C:2]([F:42])([F:41])[C:3]1[CH:4]=[C:5]([C@H:13]2[O:17][C:16](=[O:18])[N:15]([CH2:19][C:20]3[C:25]([C:26]4[CH:27]=[C:28]([CH2:34][C:35]([O:37][CH3:38])=[O:36])[CH:29]=[CH:30][C:31]=4[O:32][CH3:33])=[CH:24][CH:23]=[C:22]([CH:43]4[CH2:45][CH2:44]4)[N:21]=3)[C@H:14]2[CH3:40])[CH:6]=[C:7]([C:9]([F:12])([F:11])[F:10])[CH:8]=1, predict the reactants needed to synthesize it. The reactants are: [F:1][C:2]([F:42])([F:41])[C:3]1[CH:4]=[C:5]([C@H:13]2[O:17][C:16](=[O:18])[N:15]([CH2:19][C:20]3[C:25]([C:26]4[CH:27]=[C:28]([CH2:34][C:35]([O:37][CH3:38])=[O:36])[CH:29]=[CH:30][C:31]=4[O:32][CH3:33])=[CH:24][CH:23]=[C:22](Cl)[N:21]=3)[C@H:14]2[CH3:40])[CH:6]=[C:7]([C:9]([F:12])([F:11])[F:10])[CH:8]=1.[CH:43]1(B(O)O)[CH2:45][CH2:44]1.C([O-])([O-])=O.[K+].[K+].